From a dataset of Forward reaction prediction with 1.9M reactions from USPTO patents (1976-2016). Predict the product of the given reaction. (1) The product is: [NH2:25][C@:21]1([CH2:22][OH:23])[CH2:27][CH2:28][C@H:19]([C:14]2[CH:13]=[CH:12][C:11]3[CH2:10][CH:9]([O:8][CH2:1][CH2:2][CH2:3][CH2:4][CH2:5][CH2:6][CH3:7])[CH2:18][CH2:17][C:16]=3[CH:15]=2)[CH2:20]1. Given the reactants [CH2:1]([O:8][CH:9]1[CH2:18][CH2:17][C:16]2[CH:15]=[C:14]([C@H:19]3[CH2:28][CH2:27][C@@:21]4([NH:25]C(=O)[O:23][CH2:22]4)[CH2:20]3)[CH:13]=[CH:12][C:11]=2[CH2:10]1)[CH2:2][CH2:3][CH2:4][CH2:5][CH2:6][CH3:7].[OH-].[Na+].C(O)(C(F)(F)F)=O, predict the reaction product. (2) Given the reactants O[CH:2]([C:16]1[CH:21]=[CH:20][C:19]([S:22]([N:25]2[CH2:29][CH2:28][CH2:27][CH2:26]2)(=[O:24])=[O:23])=[CH:18][CH:17]=1)[C:3]1[C:11]2[C:10](=[O:12])[CH2:9][C:8]([CH3:14])([CH3:13])[CH2:7][C:6]=2[NH:5][C:4]=1[CH3:15].FC(F)(F)S(O[Si](C)(C)C)(=O)=O.C([SiH](CC)CC)C, predict the reaction product. The product is: [CH3:15][C:4]1[NH:5][C:6]2[CH2:7][C:8]([CH3:14])([CH3:13])[CH2:9][C:10](=[O:12])[C:11]=2[C:3]=1[CH2:2][C:16]1[CH:17]=[CH:18][C:19]([S:22]([N:25]2[CH2:26][CH2:27][CH2:28][CH2:29]2)(=[O:24])=[O:23])=[CH:20][CH:21]=1. (3) The product is: [CH3:39][O:38][C:36](=[O:37])[C:34]1[CH:33]=[CH:32][C:31]([C:2]2[C:25](=[O:26])[N:24]([CH2:27][CH3:28])[C:5]3[N:6]=[C:7]([NH:10][C:11]4[CH:16]=[CH:15][C:14]([N:17]5[CH2:22][CH2:21][N:20]([CH3:23])[CH2:19][CH2:18]5)=[CH:13][CH:12]=4)[N:8]=[CH:9][C:4]=3[CH:3]=2)=[C:30]([Cl:29])[CH:35]=1. Given the reactants Br[C:2]1[C:25](=[O:26])[N:24]([CH2:27][CH3:28])[C:5]2[N:6]=[C:7]([NH:10][C:11]3[CH:16]=[CH:15][C:14]([N:17]4[CH2:22][CH2:21][N:20]([CH3:23])[CH2:19][CH2:18]4)=[CH:13][CH:12]=3)[N:8]=[CH:9][C:4]=2[CH:3]=1.[Cl:29][C:30]1[CH:35]=[C:34]([C:36]([O:38][CH3:39])=[O:37])[CH:33]=[CH:32][C:31]=1B(O)O.[O-]P([O-])([O-])=O.[K+].[K+].[K+].CN(C)C=O, predict the reaction product. (4) Given the reactants [F:1][C:2]1[CH:7]=[CH:6][CH:5]=[CH:4][C:3]=1[C@@H:8]1[NH:13][C:12](=[O:14])[C@H:11]([CH2:15][CH:16]([CH3:18])[CH3:17])[NH:10][CH2:9]1.[F:19][C:20]1[CH:25]=[CH:24][C:23]([C:26]2[CH:30]=[C:29]([C:31](O)=[O:32])[O:28][N:27]=2)=[CH:22][CH:21]=1.C([C@@H]1N(C(=O)/C=C/C2C=CC=CC=2)C[C@H](CC(C)C)NC1=O)C(C)C, predict the reaction product. The product is: [F:1][C:2]1[CH:7]=[CH:6][CH:5]=[CH:4][C:3]=1[C@@H:8]1[NH:13][C:12](=[O:14])[C@H:11]([CH2:15][CH:16]([CH3:18])[CH3:17])[N:10]([C:31]([C:29]2[O:28][N:27]=[C:26]([C:23]3[CH:24]=[CH:25][C:20]([F:19])=[CH:21][CH:22]=3)[CH:30]=2)=[O:32])[CH2:9]1. (5) Given the reactants [NH:1]1[C:9]2[C:4](=[CH:5][C:6]([NH:10][C:11]3[C:20]4[C:15](=[CH:16][CH:17]=[CH:18][CH:19]=4)[N:14]=[C:13]([C:21]4[CH:22]=[C:23]([CH:29]=[CH:30][CH:31]=4)[O:24][CH2:25][C:26](O)=[O:27])[N:12]=3)=[CH:7][CH:8]=2)[CH:3]=[N:2]1.C1CN([P+](ON2N=NC3C=CC=CC2=3)(N2CCCC2)N2CCCC2)CC1.F[P-](F)(F)(F)(F)F.CCN(C(C)C)C(C)C.[CH3:74][C:75]([NH2:79])([C:77]#[CH:78])[CH3:76], predict the reaction product. The product is: [NH:1]1[C:9]2[C:4](=[CH:5][C:6]([NH:10][C:11]3[C:20]4[C:15](=[CH:16][CH:17]=[CH:18][CH:19]=4)[N:14]=[C:13]([C:21]4[CH:22]=[C:23]([CH:29]=[CH:30][CH:31]=4)[O:24][CH2:25][C:26]([NH:79][C:75]([CH3:76])([C:77]#[CH:78])[CH3:74])=[O:27])[N:12]=3)=[CH:7][CH:8]=2)[CH:3]=[N:2]1. (6) Given the reactants Br[CH2:2][C:3]1[N:7]([CH3:8])[N:6]=[C:5]([N+:9]([O-:11])=[O:10])[CH:4]=1.Cl.[F:13][C:14]1([F:18])[CH2:17][NH:16][CH2:15]1.CCN(C(C)C)C(C)C, predict the reaction product. The product is: [F:13][C:14]1([F:18])[CH2:17][N:16]([CH2:2][C:3]2[N:7]([CH3:8])[N:6]=[C:5]([N+:9]([O-:11])=[O:10])[CH:4]=2)[CH2:15]1. (7) Given the reactants C([O:8][C:9]1[CH:14]=[CH:13][C:12]([NH:15][C:16]2[C:17]3[CH2:25][CH2:24][N:23]([C:26]4[CH:33]=[CH:32][C:29]([C:30]#[N:31])=[C:28]([C:34]([F:37])([F:36])[F:35])[CH:27]=4)[CH2:22][C:18]=3[N:19]=[CH:20][N:21]=2)=[CH:11][CH:10]=1)C1C=CC=CC=1.C([O-])=O.[NH4+], predict the reaction product. The product is: [OH:8][C:9]1[CH:10]=[CH:11][C:12]([NH:15][C:16]2[C:17]3[CH2:25][CH2:24][N:23]([C:26]4[CH:33]=[CH:32][C:29]([C:30]#[N:31])=[C:28]([C:34]([F:37])([F:36])[F:35])[CH:27]=4)[CH2:22][C:18]=3[N:19]=[CH:20][N:21]=2)=[CH:13][CH:14]=1. (8) Given the reactants [CH:1]([C:3]1[CH:4]=[C:5]([CH:35]=[CH:36][CH:37]=1)[CH2:6][N:7]([C@@H:25]1[C:34]2[C:29](=[CH:30][CH:31]=[CH:32][CH:33]=2)[CH2:28][CH2:27][CH2:26]1)[C:8]([C:10]1[CH:15]=[C:14]([C:16]([OH:18])=[O:17])[C:13]([C:19]([OH:21])=[O:20])=[CH:12][C:11]=1[C:22]([OH:24])=[O:23])=[O:9])=O.[N+:38]([C:41]1[CH:49]=[CH:48][C:44]([CH2:45][O:46][NH2:47])=[CH:43][CH:42]=1)([O-:40])=[O:39], predict the reaction product. The product is: [N+:38]([C:41]1[CH:42]=[CH:43][C:44]([CH2:45][O:46][N:47]=[CH:1][C:3]2[CH:4]=[C:5]([CH:35]=[CH:36][CH:37]=2)[CH2:6][N:7]([C@@H:25]2[C:34]3[C:29](=[CH:30][CH:31]=[CH:32][CH:33]=3)[CH2:28][CH2:27][CH2:26]2)[C:8]([C:10]2[CH:15]=[C:14]([C:16]([OH:18])=[O:17])[C:13]([C:19]([OH:21])=[O:20])=[CH:12][C:11]=2[C:22]([OH:24])=[O:23])=[O:9])=[CH:48][CH:49]=1)([O-:40])=[O:39]. (9) Given the reactants [F:1][C:2]1[CH:3]=[C:4]([NH:24][CH3:25])[CH:5]=[CH:6][C:7]=1[O:8][C:9]1[CH:14]=[CH:13][N:12]=[C:11]2[CH:15]=[C:16]([C:18]3[N:19]([CH3:23])[CH:20]=[CH:21][N:22]=3)[S:17][C:10]=12.[C:26]1([CH2:32][C:33]([N:35]=[C:36]=[S:37])=[O:34])[CH:31]=[CH:30][CH:29]=[CH:28][CH:27]=1, predict the reaction product. The product is: [F:1][C:2]1[CH:3]=[C:4]([N:24]([CH3:25])[C:36]([NH:35][C:33](=[O:34])[CH2:32][C:26]2[CH:31]=[CH:30][CH:29]=[CH:28][CH:27]=2)=[S:37])[CH:5]=[CH:6][C:7]=1[O:8][C:9]1[CH:14]=[CH:13][N:12]=[C:11]2[CH:15]=[C:16]([C:18]3[N:19]([CH3:23])[CH:20]=[CH:21][N:22]=3)[S:17][C:10]=12.